Dataset: Full USPTO retrosynthesis dataset with 1.9M reactions from patents (1976-2016). Task: Predict the reactants needed to synthesize the given product. (1) Given the product [Cl:1][C:2]1[CH:7]=[CH:6][C:5]([O:8][CH2:18][C:19]([O:21][CH2:22][CH3:23])=[O:20])=[CH:4][C:3]=1[C:9]([F:10])([F:11])[F:12], predict the reactants needed to synthesize it. The reactants are: [Cl:1][C:2]1[CH:7]=[CH:6][C:5]([OH:8])=[CH:4][C:3]=1[C:9]([F:12])([F:11])[F:10].[H-].[Na+].[H][H].Br[CH2:18][C:19]([O:21][CH2:22][CH3:23])=[O:20]. (2) Given the product [CH3:38][C:39]1[N:43]([CH2:44][C:45]([N:47]2[CH2:52][CH2:51][CH:50]([C:53]3[S:54][CH:55]=[C:56](/[CH:58]=[CH:12]\[C:3]4[CH:4]=[CH:5][C:6]5[C:11](=[CH:10][CH:9]=[CH:8][CH:7]=5)[CH:2]=4)[N:57]=3)[CH2:49][CH2:48]2)=[O:46])[N:42]=[C:41]([C:60]([F:63])([F:62])[F:61])[CH:40]=1, predict the reactants needed to synthesize it. The reactants are: [Cl-].[CH:2]1[C:11]2[C:6](=[CH:7][CH:8]=[CH:9][CH:10]=2)[CH:5]=[CH:4][C:3]=1[CH2:12][P+](C1C=CC=CC=1)(C1C=CC=CC=1)C1C=CC=CC=1.CC(C)([O-])C.[K+].[CH3:38][C:39]1[N:43]([CH2:44][C:45]([N:47]2[CH2:52][CH2:51][CH:50]([C:53]3[S:54][CH:55]=[C:56]([CH:58]=O)[N:57]=3)[CH2:49][CH2:48]2)=[O:46])[N:42]=[C:41]([C:60]([F:63])([F:62])[F:61])[CH:40]=1.[Cl-].[NH4+]. (3) Given the product [ClH:21].[CH:1]1([NH:4][C:5](=[O:20])[C@@H:6]([OH:19])[C@@H:7]([NH2:11])[CH2:8][CH2:9][CH3:10])[CH2:3][CH2:2]1, predict the reactants needed to synthesize it. The reactants are: [CH:1]1([NH:4][C:5](=[O:20])[C@@H:6]([OH:19])[C@@H:7]([NH:11]C(OC(C)(C)C)=O)[CH2:8][CH2:9][CH3:10])[CH2:3][CH2:2]1.[ClH:21]. (4) Given the product [ClH:17].[ClH:17].[Cl:17][CH2:16][CH2:15][CH2:14][N:11]1[CH2:12][CH2:13][NH:8][CH2:9][CH2:10]1, predict the reactants needed to synthesize it. The reactants are: C(OC([N:8]1[CH2:13][CH2:12][N:11]([CH2:14][CH2:15][CH2:16][Cl:17])[CH2:10][CH2:9]1)=O)(C)(C)C.O. (5) Given the product [Br:15][CH2:16][C:17]([NH:8][C:6]1[CH:5]=[N:4][CH:3]=[C:2]([CH3:1])[N:7]=1)=[O:18], predict the reactants needed to synthesize it. The reactants are: [CH3:1][C:2]1[N:7]=[C:6]([NH2:8])[CH:5]=[N:4][CH:3]=1.C(=O)([O-])[O-].[K+].[K+].[Br:15][CH2:16][C:17](Br)=[O:18].Cl. (6) Given the product [Cl:18][C:19]1[S:26][C:25]2[CH:24]=[C:23]([C:27]([NH:36][CH:37]3[CH2:38][C:43]4[C:42](=[CH:51][CH:50]=[CH:45][N:44]=4)[NH:41][C:39]3=[O:40])=[O:29])[NH:22][C:21]=2[C:20]=1[Cl:30], predict the reactants needed to synthesize it. The reactants are: C(N(CC)CC)C.C1C=CC2N(O)N=NC=2C=1.[Cl:18][C:19]1[S:26][C:25]2[CH:24]=[C:23]([C:27]([OH:29])=O)[NH:22][C:21]=2[C:20]=1[Cl:30].ClC1SC2[NH:36][C:37]([C:39]([NH:41][CH:42]3[CH2:51][C:50]4[C:45](=CC=CC=4)[N:44](CC(NCC(O)CO)=O)[C:43]3=O)=[O:40])=[CH:38]C=2C=1.CCN=C=NCCCN(C)C. (7) Given the product [Cl:1][C:2]1[N:7]=[CH:6][C:5]([CH2:8][C:9]([N:32]2[CH2:31][CH2:30][C:29]3[C:34](=[CH:35][C:26]([C:24]4[CH:25]=[C:20]([N:17]5[CH2:16][CH2:15][N:14]([CH3:13])[CH2:19][CH2:18]5)[N:21]=[C:22]([NH2:36])[N:23]=4)=[CH:27][CH:28]=3)[CH2:33]2)=[O:11])=[CH:4][CH:3]=1, predict the reactants needed to synthesize it. The reactants are: [Cl:1][C:2]1[N:7]=[CH:6][C:5]([CH2:8][C:9]([OH:11])=O)=[CH:4][CH:3]=1.Cl.[CH3:13][N:14]1[CH2:19][CH2:18][N:17]([C:20]2[CH:25]=[C:24]([C:26]3[CH:35]=[C:34]4[C:29]([CH2:30][CH2:31][NH:32][CH2:33]4)=[CH:28][CH:27]=3)[N:23]=[C:22]([NH2:36])[N:21]=2)[CH2:16][CH2:15]1. (8) Given the product [CH3:1][O:2][C:3]1[CH:4]=[C:5]([CH:6]=[CH:7][C:8]=1[O:9][CH2:10][C:11]1[C:12]([CH3:22])=[N:13][N:14]([C:16]2[CH:21]=[CH:20][CH:19]=[CH:18][N:17]=2)[CH:15]=1)[CH2:23][O:24][C:26]1[C:30]([CH:31]=[O:32])=[CH:29][N:28]([C:33]2[CH:34]=[CH:35][CH:36]=[CH:37][CH:38]=2)[N:27]=1, predict the reactants needed to synthesize it. The reactants are: [CH3:1][O:2][C:3]1[CH:4]=[C:5]([CH2:23][OH:24])[CH:6]=[CH:7][C:8]=1[O:9][CH2:10][C:11]1[C:12]([CH3:22])=[N:13][N:14]([C:16]2[CH:21]=[CH:20][CH:19]=[CH:18][N:17]=2)[CH:15]=1.O[C:26]1[C:30]([CH:31]=[O:32])=[CH:29][N:28]([C:33]2[CH:38]=[CH:37][CH:36]=[CH:35][CH:34]=2)[N:27]=1.C(P(CCCC)CCCC)CCC.N(C(N1CCCCC1)=O)=NC(N1CCCCC1)=O. (9) Given the product [NH2:1][C:4]1[CH:9]=[CH:8][CH:7]=[CH:6][C:5]=1[C:10](=[O:26])[CH2:11][CH2:12][CH:13]1[CH2:14][CH2:15][N:16]([C:19]([O:21][C:22]([CH3:24])([CH3:23])[CH3:25])=[O:20])[CH2:17][CH2:18]1, predict the reactants needed to synthesize it. The reactants are: [N+:1]([C:4]1[CH:9]=[CH:8][CH:7]=[CH:6][C:5]=1[C:10](=[O:26])/[CH:11]=[CH:12]\[CH:13]1[CH2:18][CH2:17][N:16]([C:19]([O:21][C:22]([CH3:25])([CH3:24])[CH3:23])=[O:20])[CH2:15][CH2:14]1)([O-])=O.[H][H].